The task is: Predict which catalyst facilitates the given reaction.. This data is from Catalyst prediction with 721,799 reactions and 888 catalyst types from USPTO. (1) Reactant: Cl.[NH2:2][CH2:3][CH2:4][NH:5][C:6]([C:8]1[C:9]([C:19]([F:22])([F:21])[F:20])=[N:10][N:11]([C:13]2[CH:18]=[CH:17][CH:16]=[CH:15][CH:14]=2)[CH:12]=1)=[O:7].[CH3:23][O:24][C:25]1[CH:33]=[CH:32][C:28]([C:29](O)=[O:30])=[CH:27][N:26]=1.CN(C(ON1N=NC2C=CC=NC1=2)=[N+](C)C)C.F[P-](F)(F)(F)(F)F.CCN(C(C)C)C(C)C. Product: [CH3:23][O:24][C:25]1[CH:33]=[CH:32][C:28]([C:29]([NH:2][CH2:3][CH2:4][NH:5][C:6]([C:8]2[C:9]([C:19]([F:21])([F:22])[F:20])=[N:10][N:11]([C:13]3[CH:18]=[CH:17][CH:16]=[CH:15][CH:14]=3)[CH:12]=2)=[O:7])=[O:30])=[CH:27][N:26]=1. The catalyst class is: 20. (2) Reactant: [OH:1][C:2]1[CH:3]=[CH:4][C:5]([CH3:8])=[N:6][CH:7]=1.[Br:9]Br. Product: [Br:9][C:7]1[C:2]([OH:1])=[CH:3][CH:4]=[C:5]([CH3:8])[N:6]=1. The catalyst class is: 17. (3) Reactant: [CH3:1][C:2]1[N:6]=[C:5]([C:7]2[CH:12]=[CH:11][C:10]([CH2:13][C:14]3[CH:31]=[CH:30][C:17]4[CH2:18][CH2:19][N:20](C(OC(C)(C)C)=O)[CH2:21][CH2:22][C:16]=4[CH:15]=3)=[CH:9][CH:8]=2)[O:4][N:3]=1.FC(F)(F)C(O)=O. Product: [CH3:1][C:2]1[N:6]=[C:5]([C:7]2[CH:8]=[CH:9][C:10]([CH2:13][C:14]3[CH:31]=[CH:30][C:17]4[CH2:18][CH2:19][NH:20][CH2:21][CH2:22][C:16]=4[CH:15]=3)=[CH:11][CH:12]=2)[O:4][N:3]=1. The catalyst class is: 4. (4) Reactant: [C:1]([CH:3]([O:33][CH3:34])[CH2:4][C@H:5]1[CH2:16][CH2:15][C:14]2[S:13][C:12]3[N:11]=[CH:10][N:9]=[C:8]([O:17][CH:18]4[CH2:23][CH2:22][CH:21]([N:24]([CH3:32])[C:25](=[O:31])[O:26][C:27]([CH3:30])([CH3:29])[CH3:28])[CH2:20][CH2:19]4)[C:7]=3[C:6]1=2)#[N:2].[OH:35]O.[Li+].[OH-:38]. Product: [C:1]([C@@H:3]([O:33][CH3:34])[CH2:4][C@H:5]1[CH2:16][CH2:15][C:14]2[S:13][C:12]3[N:11]=[CH:10][N:9]=[C:8]([O:17][CH:18]4[CH2:23][CH2:22][CH:21]([N:24]([CH3:32])[C:25](=[O:31])[O:26][C:27]([CH3:28])([CH3:29])[CH3:30])[CH2:20][CH2:19]4)[C:7]=3[C:6]1=2)(=[O:35])[NH2:2].[C:1]([C@H:3]([O:33][CH3:34])[CH2:4][C@H:5]1[CH2:16][CH2:15][C:14]2[S:13][C:12]3[N:11]=[CH:10][N:9]=[C:8]([O:17][CH:18]4[CH2:19][CH2:20][CH:21]([N:24]([CH3:32])[C:25](=[O:31])[O:26][C:27]([CH3:28])([CH3:29])[CH3:30])[CH2:22][CH2:23]4)[C:7]=3[C:6]1=2)(=[O:38])[NH2:2]. The catalyst class is: 5. (5) Reactant: [ClH:1].CNC.[OH2:5].O[N:7]1[C:11]2[CH:12]=[CH:13][CH:14]=[CH:15][C:10]=2N=N1.Cl.[CH3:17][N:18]([CH3:27])[CH2:19][CH2:20][CH2:21]N=C=NCC.[C:28]([O:31][CH2:32][CH3:33])(=[O:30])C. Product: [CH2:32]([O:31][C:28]([C:21]1[NH:7][C:11]2[C:10]([C:20]=1[C:19]([N:18]([CH3:17])[CH3:27])=[O:5])=[CH:15][C:14]([Cl:1])=[CH:13][CH:12]=2)=[O:30])[CH3:33]. The catalyst class is: 9. (6) Reactant: [CH3:1][C:2]1[CH:11]=[C:10]([CH2:12][O:13][C:14]2[CH:19]=[CH:18][C:17]([NH2:20])=[CH:16][CH:15]=2)[C:9]2[C:4](=[CH:5][CH:6]=[CH:7][CH:8]=2)[N:3]=1.Cl.[C:22]([O:26][C:27]([C@H:29]1[CH2:36][C:33]2([CH2:35][CH2:34]2)[CH2:32][NH:31][C@@H:30]1[C:37](O)=[O:38])=[O:28])([CH3:25])([CH3:24])[CH3:23].F[P-](F)(F)(F)(F)F.N1(O[P+](N(C)C)(N(C)C)N(C)C)C2C=CC=CC=2N=N1.C(N(C(C)C)CC)(C)C. Product: [CH3:1][C:2]1[CH:11]=[C:10]([CH2:12][O:13][C:14]2[CH:15]=[CH:16][C:17]([NH:20][C:37]([C@@H:30]3[C@@H:29]([C:27]([O:26][C:22]([CH3:25])([CH3:24])[CH3:23])=[O:28])[CH2:36][C:33]4([CH2:34][CH2:35]4)[CH2:32][NH:31]3)=[O:38])=[CH:18][CH:19]=2)[C:9]2[C:4](=[CH:5][CH:6]=[CH:7][CH:8]=2)[N:3]=1. The catalyst class is: 18. (7) Reactant: [CH:1]([C:3]1[CH:4]=[CH:5][C:6]([O:18][CH3:19])=[C:7]([CH:17]=1)[CH2:8][NH:9][C:10](=[O:16])[O:11][C:12]([CH3:15])([CH3:14])[CH3:13])=O.[CH2:20]([O:27][C:28]([NH:30][CH:31](P(OC)(OC)=O)[C:32]([O-:34])=[O:33])=[O:29])[C:21]1[CH:26]=[CH:25][CH:24]=[CH:23][CH:22]=1.[CH2:41]1CCN2C(=NCCC2)CC1.C(OCC)(=O)C. Product: [CH3:41][O:34][C:32](=[O:33])[C:31]([NH:30][C:28]([O:27][CH2:20][C:21]1[CH:22]=[CH:23][CH:24]=[CH:25][CH:26]=1)=[O:29])=[CH:1][C:3]1[CH:4]=[CH:5][C:6]([O:18][CH3:19])=[C:7]([CH2:8][NH:9][C:10]([O:11][C:12]([CH3:15])([CH3:14])[CH3:13])=[O:16])[CH:17]=1. The catalyst class is: 4.